This data is from NCI-60 drug combinations with 297,098 pairs across 59 cell lines. The task is: Regression. Given two drug SMILES strings and cell line genomic features, predict the synergy score measuring deviation from expected non-interaction effect. (1) Drug 1: CC1C(C(=O)NC(C(=O)N2CCCC2C(=O)N(CC(=O)N(C(C(=O)O1)C(C)C)C)C)C(C)C)NC(=O)C3=C4C(=C(C=C3)C)OC5=C(C(=O)C(=C(C5=N4)C(=O)NC6C(OC(=O)C(N(C(=O)CN(C(=O)C7CCCN7C(=O)C(NC6=O)C(C)C)C)C)C(C)C)C)N)C. Drug 2: CC1C(C(CC(O1)OC2CC(CC3=C2C(=C4C(=C3O)C(=O)C5=C(C4=O)C(=CC=C5)OC)O)(C(=O)CO)O)N)O.Cl. Cell line: HCT-15. Synergy scores: CSS=15.7, Synergy_ZIP=2.95, Synergy_Bliss=3.76, Synergy_Loewe=2.62, Synergy_HSA=1.75. (2) Drug 1: CCC1=C2CN3C(=CC4=C(C3=O)COC(=O)C4(CC)O)C2=NC5=C1C=C(C=C5)O. Drug 2: CC1C(C(CC(O1)OC2CC(CC3=C2C(=C4C(=C3O)C(=O)C5=C(C4=O)C(=CC=C5)OC)O)(C(=O)CO)O)N)O.Cl. Cell line: RXF 393. Synergy scores: CSS=39.6, Synergy_ZIP=-1.46, Synergy_Bliss=0.308, Synergy_Loewe=2.67, Synergy_HSA=3.91. (3) Drug 1: C1CN1P(=S)(N2CC2)N3CC3. Drug 2: C(=O)(N)NO. Cell line: MDA-MB-435. Synergy scores: CSS=-4.11, Synergy_ZIP=1.43, Synergy_Bliss=-0.980, Synergy_Loewe=-2.31, Synergy_HSA=-3.01. (4) Cell line: U251. Drug 1: C1CN1P(=S)(N2CC2)N3CC3. Drug 2: CC1=C(C=C(C=C1)NC(=O)C2=CC=C(C=C2)CN3CCN(CC3)C)NC4=NC=CC(=N4)C5=CN=CC=C5. Synergy scores: CSS=15.2, Synergy_ZIP=-12.5, Synergy_Bliss=-10.7, Synergy_Loewe=-7.45, Synergy_HSA=-4.65. (5) Drug 1: CC1CCC2CC(C(=CC=CC=CC(CC(C(=O)C(C(C(=CC(C(=O)CC(OC(=O)C3CCCCN3C(=O)C(=O)C1(O2)O)C(C)CC4CCC(C(C4)OC)OCCO)C)C)O)OC)C)C)C)OC. Drug 2: CC1CCCC2(C(O2)CC(NC(=O)CC(C(C(=O)C(C1O)C)(C)C)O)C(=CC3=CSC(=N3)C)C)C. Cell line: SN12C. Synergy scores: CSS=38.4, Synergy_ZIP=-1.67, Synergy_Bliss=-3.19, Synergy_Loewe=-8.41, Synergy_HSA=-0.108. (6) Synergy scores: CSS=26.3, Synergy_ZIP=-8.98, Synergy_Bliss=1.57, Synergy_Loewe=-0.912, Synergy_HSA=2.46. Drug 1: C1CN1C2=NC(=NC(=N2)N3CC3)N4CC4. Cell line: SK-OV-3. Drug 2: CC1=C(C(=O)C2=C(C1=O)N3CC4C(C3(C2COC(=O)N)OC)N4)N. (7) Drug 1: CC1=C(C=C(C=C1)C(=O)NC2=CC(=CC(=C2)C(F)(F)F)N3C=C(N=C3)C)NC4=NC=CC(=N4)C5=CN=CC=C5. Drug 2: C1=CN(C=N1)CC(O)(P(=O)(O)O)P(=O)(O)O. Cell line: NCI-H322M. Synergy scores: CSS=1.32, Synergy_ZIP=-0.179, Synergy_Bliss=-3.74, Synergy_Loewe=-0.580, Synergy_HSA=-5.33.